The task is: Predict which catalyst facilitates the given reaction.. This data is from Catalyst prediction with 721,799 reactions and 888 catalyst types from USPTO. (1) Reactant: NC(=O)[C@@H](N[C:6]([C@@H:8]1[C:10]2([CH2:15][CH2:14][CH2:13][CH2:12][CH2:11]2)[CH2:9]1)=[O:7])C.[OH:17]S(O)(=O)=O. Product: [C@@H:8]1([C:6]([OH:7])=[O:17])[C:10]2([CH2:15][CH2:14][CH2:13][CH2:12][CH2:11]2)[CH2:9]1. The catalyst class is: 12. (2) Reactant: [CH2:1]([NH:6][C:7]1[N:8]=[CH:9][NH:10][C:11]=1[C:12]#[N:13])[CH2:2][CH2:3][CH2:4][CH3:5].[C:14]([NH:17][NH2:18])(=O)[CH3:15].C(=O)([O-])[O-].[K+].[K+]. Product: [CH3:15][C:14]1[N:13]=[C:12]([C:11]2[NH:10][CH:9]=[N:8][C:7]=2[NH:6][CH2:1][CH2:2][CH2:3][CH2:4][CH3:5])[NH:18][N:17]=1. The catalyst class is: 729. (3) Product: [CH:10]([C:3]1[C:4]2[C:9](=[CH:8][CH:7]=[CH:6][CH:5]=2)[N:1]([C:19]([O:21][C:22]([CH3:25])([CH3:24])[CH3:23])=[O:20])[CH:2]=1)=[O:11]. Reactant: [NH:1]1[C:9]2[C:4](=[CH:5][CH:6]=[CH:7][CH:8]=2)[C:3]([CH:10]=[O:11])=[CH:2]1.C(N(CC)CC)C.[C:19](O[C:19]([O:21][C:22]([CH3:25])([CH3:24])[CH3:23])=[O:20])([O:21][C:22]([CH3:25])([CH3:24])[CH3:23])=[O:20]. The catalyst class is: 119. (4) Product: [CH:1]1([N:4]2[C:9](=[O:10])[C:8]3[C:11]([NH:18][C:19]4[CH:24]=[CH:23][C:22]([I:25])=[CH:21][C:20]=4[F:26])=[C:12]([F:17])[C:13](=[O:16])[N:14]([CH3:15])[C:7]=3[C:6]([C:27]3[CH:28]=[C:29]([N:33]([CH3:38])[S:34]([CH3:37])(=[O:35])=[O:36])[CH:30]=[CH:31][CH:32]=3)=[N:5]2)[CH2:2][CH2:3]1. The catalyst class is: 3. Reactant: [CH:1]1([N:4]2[C:9](=[O:10])[C:8]3[C:11]([NH:18][C:19]4[CH:24]=[CH:23][C:22]([I:25])=[CH:21][C:20]=4[F:26])=[C:12]([F:17])[C:13](=[O:16])[N:14]([CH3:15])[C:7]=3[C:6]([C:27]3[CH:28]=[C:29]([NH:33][S:34]([CH3:37])(=[O:36])=[O:35])[CH:30]=[CH:31][CH:32]=3)=[N:5]2)[CH2:3][CH2:2]1.[C:38]([O-])([O-])=O.[K+].[K+].CI. (5) Reactant: C1CCN2C(=NCCC2)CC1.[CH3:12][O:13][C:14](=[O:25])[CH2:15][C:16](=O)[CH2:17][C:18]1[CH:23]=[CH:22][CH:21]=[CH:20][CH:19]=1.[N:26]([C:29]1[CH:34]=[CH:33][CH:32]=[CH:31][C:30]=1[F:35])=[N+:27]=[N-:28].O. Product: [CH2:17]([C:16]1[N:26]([C:29]2[CH:34]=[CH:33][CH:32]=[CH:31][C:30]=2[F:35])[N:27]=[N:28][C:15]=1[C:14]([O:13][CH3:12])=[O:25])[C:18]1[CH:23]=[CH:22][CH:21]=[CH:20][CH:19]=1. The catalyst class is: 3. (6) Reactant: CO[C:3](=[O:24])[CH:4]([C:16]1[CH:21]=[CH:20][C:19]([O:22][CH3:23])=[CH:18][CH:17]=1)[C:5]([C:7]1[CH:12]=[CH:11][C:10]([C:13]#[N:14])=[C:9]([F:15])[CH:8]=1)=O.[C:25]([O:29][C:30](=[O:41])[NH:31][CH:32]1[CH2:37][CH2:36][N:35]([C:38](=[NH:40])[NH2:39])[CH2:34][CH2:33]1)([CH3:28])([CH3:27])[CH3:26].CCN(C(C)C)C(C)C. Product: [C:25]([O:29][C:30](=[O:41])[NH:31][CH:32]1[CH2:33][CH2:34][N:35]([C:38]2[NH:40][C:3](=[O:24])[C:4]([C:16]3[CH:17]=[CH:18][C:19]([O:22][CH3:23])=[CH:20][CH:21]=3)=[C:5]([C:7]3[CH:12]=[CH:11][C:10]([C:13]#[N:14])=[C:9]([F:15])[CH:8]=3)[N:39]=2)[CH2:36][CH2:37]1)([CH3:28])([CH3:26])[CH3:27]. The catalyst class is: 11. (7) Reactant: [CH3:1][NH:2][CH2:3][C:4]1[C:12]2[C:7](=[CH:8][C:9]([C:13]([O:15][CH3:16])=[O:14])=[CH:10][CH:11]=2)[N:6]([S:17]([C:20]2[CH:21]=[N:22][CH:23]=[CH:24][CH:25]=2)(=[O:19])=[O:18])[CH:5]=1.C(N(CC)CC)C.[C:41](O[C:41]([O:43][C:44]([CH3:47])([CH3:46])[CH3:45])=[O:42])([O:43][C:44]([CH3:47])([CH3:46])[CH3:45])=[O:42].O. Product: [C:44]([O:43][C:41]([N:2]([CH2:3][C:4]1[C:12]2[C:7](=[CH:8][C:9]([C:13]([O:15][CH3:16])=[O:14])=[CH:10][CH:11]=2)[N:6]([S:17]([C:20]2[CH:21]=[N:22][CH:23]=[CH:24][CH:25]=2)(=[O:19])=[O:18])[CH:5]=1)[CH3:1])=[O:42])([CH3:45])([CH3:46])[CH3:47]. The catalyst class is: 4. (8) Reactant: [CH3:1][Mg+].[Br-].CON(C)[C:7]([C@H:9]1[CH2:14][CH2:13][C@H:12]([CH3:15])[CH2:11][CH2:10]1)=[O:8]. Product: [CH3:15][C@H:12]1[CH2:13][CH2:14][C@H:9]([C:7](=[O:8])[CH3:1])[CH2:10][CH2:11]1. The catalyst class is: 1. (9) Reactant: [Br:1][C:2]1[CH:11]=[C:10]2[C:5]([CH:6]=[CH:7][N:8]=[C:9]2[OH:12])=[CH:4][N:3]=1.Br[CH2:14][C:15]1[CH:20]=[CH:19][C:18]([S:21]([NH2:24])(=[O:23])=[O:22])=[CH:17][CH:16]=1.C(=O)([O-])[O-].[Cs+].[Cs+]. Product: [Br:1][C:2]1[CH:11]=[C:10]2[C:5]([CH:6]=[CH:7][N:8]([CH2:14][C:15]3[CH:16]=[CH:17][C:18]([S:21]([NH2:24])(=[O:23])=[O:22])=[CH:19][CH:20]=3)[C:9]2=[O:12])=[CH:4][N:3]=1. The catalyst class is: 9. (10) Reactant: [F:1][C:2]1[C:3]([N:9]2[CH:14]=[CH:13][C:12](=[O:15])[C:11]([O:16][CH2:17][C:18]3[CH:23]=[CH:22][C:21]([O:24][CH3:25])=[CH:20][CH:19]=3)=[CH:10]2)=[N:4][CH:5]=[CH:6][C:7]=1I.[Cl:26][C:27]1[C:28](B2OC(C)(C)C(C)(C)O2)=[C:29]2[CH:35]=[CH:34][N:33]([Si](C(C)C)(C(C)C)C(C)C)[C:30]2=[N:31][CH:32]=1.C(=O)([O-])[O-].[Cs+].[Cs+]. Product: [Cl:26][C:27]1[C:28]([C:7]2[CH:6]=[CH:5][N:4]=[C:3]([N:9]3[CH:14]=[CH:13][C:12](=[O:15])[C:11]([O:16][CH2:17][C:18]4[CH:23]=[CH:22][C:21]([O:24][CH3:25])=[CH:20][CH:19]=4)=[CH:10]3)[C:2]=2[F:1])=[C:29]2[CH:35]=[CH:34][NH:33][C:30]2=[N:31][CH:32]=1. The catalyst class is: 1.